Dataset: Forward reaction prediction with 1.9M reactions from USPTO patents (1976-2016). Task: Predict the product of the given reaction. (1) Given the reactants [CH:1]([C:3]1[CH:4]=[C:5]([C:9]2[CH:14]=[CH:13][C:12]([C:15]([O:17][CH3:18])=[O:16])=[CH:11][CH:10]=2)[CH:6]=[CH:7][CH:8]=1)=[O:2].[CH:19]([O-])([O-])[O:20]C.F[C:25](F)(C(F)F)COC1C=CC(C(NCCOC2C=CC(CC(OC3C=CC(C(C)C)=CC=3)C(O)=O)=CC=2)=O)=CN=1, predict the reaction product. The product is: [CH3:25][O:2][CH:1]([O:20][CH3:19])[C:3]1[CH:4]=[C:5]([C:9]2[CH:14]=[CH:13][C:12]([C:15]([O:17][CH3:18])=[O:16])=[CH:11][CH:10]=2)[CH:6]=[CH:7][CH:8]=1. (2) Given the reactants C([N:8]1[CH2:56][CH2:55][C:11]2[N:12]=[C:13]([C:35]3[CH:43]=[CH:42][CH:41]=[C:40]4[C:36]=3[C:37]([CH3:54])=[CH:38][N:39]4[S:44]([C:47]3[CH:53]=[CH:52][C:50]([CH3:51])=[CH:49][CH:48]=3)(=[O:46])=[O:45])[N:14]=[C:15]([N:16]3[CH2:21][CH2:20][N:19]([S:22]([C:25]4[CH:30]=[CH:29][CH:28]=[CH:27][C:26]=4[N+:31]([O-:33])=[O:32])(=[O:24])=[O:23])[C@H:18]([CH3:34])[CH2:17]3)[C:10]=2[CH2:9]1)C1C=CC=CC=1.C(Cl)(=O)OC(Cl)C, predict the reaction product. The product is: [CH3:54][C:37]1[C:36]2[C:40](=[CH:41][CH:42]=[CH:43][C:35]=2[C:13]2[N:14]=[C:15]([N:16]3[CH2:21][CH2:20][N:19]([S:22]([C:25]4[CH:30]=[CH:29][CH:28]=[CH:27][C:26]=4[N+:31]([O-:33])=[O:32])(=[O:24])=[O:23])[C@H:18]([CH3:34])[CH2:17]3)[C:10]3[CH2:9][NH:8][CH2:56][CH2:55][C:11]=3[N:12]=2)[N:39]([S:44]([C:47]2[CH:48]=[CH:49][C:50]([CH3:51])=[CH:52][CH:53]=2)(=[O:45])=[O:46])[CH:38]=1. (3) Given the reactants [Cl:1][C:2]1[CH:3]=[N:4][CH:5]=[C:6]([Cl:20])[C:7]=1[S:8][C:9]1[S:13][C:12]([C:14]([OH:16])=O)=[CH:11][C:10]=1[N+:17]([O-:19])=[O:18].[S:21]1[CH:25]=[CH:24][CH:23]=[C:22]1[CH2:26][CH2:27][NH2:28], predict the reaction product. The product is: [Cl:20][C:6]1[CH:5]=[N:4][CH:3]=[C:2]([Cl:1])[C:7]=1[S:8][C:9]1[S:13][C:12]([C:14]([NH:28][CH2:27][CH2:26][C:22]2[S:21][CH:25]=[CH:24][CH:23]=2)=[O:16])=[CH:11][C:10]=1[N+:17]([O-:19])=[O:18]. (4) Given the reactants [F:1][C:2]([F:25])([F:24])[C:3]1[CH:19]=[C:18]([C:20]([F:23])([F:22])[F:21])[CH:17]=[CH:16][C:4]=1[CH2:5][O:6][C:7]1[CH:14]=[CH:13][C:10]([CH:11]=[O:12])=[CH:9][C:8]=1[OH:15].C(=O)([O-])[O-].[K+].[K+].[CH2:32](Br)[C:33]1[CH:38]=[CH:37][CH:36]=[CH:35][CH:34]=1.O, predict the reaction product. The product is: [CH2:32]([O:15][C:8]1[CH:9]=[C:10]([CH:13]=[CH:14][C:7]=1[O:6][CH2:5][C:4]1[CH:16]=[CH:17][C:18]([C:20]([F:23])([F:22])[F:21])=[CH:19][C:3]=1[C:2]([F:24])([F:25])[F:1])[CH:11]=[O:12])[C:33]1[CH:38]=[CH:37][CH:36]=[CH:35][CH:34]=1.